This data is from Full USPTO retrosynthesis dataset with 1.9M reactions from patents (1976-2016). The task is: Predict the reactants needed to synthesize the given product. (1) Given the product [CH2:10]([NH:17][C:7]([C:5]1[S:6][C:2]([C:21]2[CH:22]=[CH:23][N:18]=[CH:19][CH:20]=2)=[CH:3][CH:4]=1)=[O:8])[C:11]1[CH:16]=[CH:15][CH:14]=[CH:13][CH:12]=1, predict the reactants needed to synthesize it. The reactants are: Br[C:2]1[S:6][C:5]([C:7](Cl)=[O:8])=[CH:4][CH:3]=1.[CH2:10]([NH2:17])[C:11]1[CH:16]=[CH:15][CH:14]=[CH:13][CH:12]=1.[N:18]1[CH:23]=[CH:22][C:21](B(O)O)=[CH:20][CH:19]=1. (2) Given the product [CH2:1]([O:8][C:9](=[O:30])[NH:10][CH:11]([C:13]1[CH:18]=[CH:17][C:16]([O:19][C:20]2[CH:25]=[CH:24][C:23]([Cl:26])=[CH:22][C:21]=2[NH2:27])=[CH:15][CH:14]=1)[CH3:12])[C:2]1[CH:7]=[CH:6][CH:5]=[CH:4][CH:3]=1, predict the reactants needed to synthesize it. The reactants are: [CH2:1]([O:8][C:9](=[O:30])[NH:10][CH:11]([C:13]1[CH:18]=[CH:17][C:16]([O:19][C:20]2[CH:25]=[CH:24][C:23]([Cl:26])=[CH:22][C:21]=2[N+:27]([O-])=O)=[CH:15][CH:14]=1)[CH3:12])[C:2]1[CH:7]=[CH:6][CH:5]=[CH:4][CH:3]=1.Cl[Sn]Cl. (3) Given the product [BrH:13].[Br-:13].[CH3:21][CH:20]([CH3:22])[CH2:19][CH2:18][CH2:17][CH2:16][CH2:15][CH2:14][N+:1]1[CH:2]=[CH:3][CH:4]=[C:5]([C@@H:7]2[CH2:12][CH2:11][CH2:10][N:8]2[CH3:9])[CH:6]=1, predict the reactants needed to synthesize it. The reactants are: [N:1]1[CH:6]=[C:5]([C@@H:7]2[CH2:12][CH2:11][CH2:10][N:8]2[CH3:9])[CH:4]=[CH:3][CH:2]=1.[Br:13][CH2:14][CH2:15][CH2:16][CH2:17][CH2:18][CH2:19][CH:20]([CH3:22])[CH3:21]. (4) Given the product [CH3:9][C:4]1[S:3][C:2]([NH:1][C:11]2[CH:16]=[CH:15][CH:14]=[CH:13][C:12]=2[N+:17]([O-:19])=[O:18])=[C:6]([C:7]#[N:8])[CH:5]=1, predict the reactants needed to synthesize it. The reactants are: [NH2:1][C:2]1[S:3][C:4]([CH3:9])=[CH:5][C:6]=1[C:7]#[N:8].F[C:11]1[CH:16]=[CH:15][CH:14]=[CH:13][C:12]=1[N+:17]([O-:19])=[O:18].[OH-].[K+].